Dataset: Forward reaction prediction with 1.9M reactions from USPTO patents (1976-2016). Task: Predict the product of the given reaction. (1) The product is: [NH2:8][C@@H:9]1[CH2:10][CH2:11][C@@H:12]([C:17]2[CH:22]=[CH:21][CH:20]=[C:19]([F:23])[C:18]=2[F:24])[CH2:13][NH:14][C:25]1=[O:27]. Given the reactants C(OC([N:8](C(OC(C)(C)C)=O)[C@@H:9]([C:25]([O:27]CC1C=CC=CC=1)=O)[CH2:10][CH2:11][C@@H:12]([C:17]1[CH:22]=[CH:21][CH:20]=[C:19]([F:23])[C:18]=1[F:24])[CH2:13][N+:14]([O-])=O)=O)(C)(C)C, predict the reaction product. (2) Given the reactants [NH2:1][CH2:2][C@@H:3]1[C@@H:8]([CH3:9])[CH2:7][CH2:6][CH2:5][N:4]1[C:10]([C:12]1[N:13]=[C:14]([CH3:24])[S:15][C:16]=1[C:17]1[CH:22]=[CH:21][C:20]([F:23])=[CH:19][CH:18]=1)=[O:11].Cl[C:26]1[N:31]=[CH:30][C:29]([C:32]([F:35])([F:34])[F:33])=[CH:28][N:27]=1, predict the reaction product. The product is: [F:23][C:20]1[CH:19]=[CH:18][C:17]([C:16]2[S:15][C:14]([CH3:24])=[N:13][C:12]=2[C:10]([N:4]2[CH2:5][CH2:6][CH2:7][C@H:8]([CH3:9])[C@@H:3]2[CH2:2][NH:1][C:26]2[N:31]=[CH:30][C:29]([C:32]([F:35])([F:34])[F:33])=[CH:28][N:27]=2)=[O:11])=[CH:22][CH:21]=1.